From a dataset of Experimentally validated miRNA-target interactions with 360,000+ pairs, plus equal number of negative samples. Binary Classification. Given a miRNA mature sequence and a target amino acid sequence, predict their likelihood of interaction. (1) The miRNA is hsa-miR-4505 with sequence AGGCUGGGCUGGGACGGA. The protein sequence of the target gene is MSAFDMSHGFFPREPICPFEEKTKIGTMVEDHRSNSYQDSVTFDDVAVEFTPEEWALLDTTQKYLYRDVMLENYMNLASVDFFFCLTSEWEIQPRTKRSSLQQGFLKNQIFTGIQMQTRSYSGWKLCENCGEVFSEQFCLKTHMRAQNGGNTFEGNCYGKDSISVHKEASIGQELSKFNPCGKVFTLTPGLAVHLEILNGRQPYKCKECGKGFKYFASLDNHMGIHIGEKLCEFQECERAITTSSHLKQCVAVHTGKKSEKTKNCGKSFTNFSQLSAHAKTHKGEKSFECKECGRSFRNS.... Result: 1 (interaction). (2) The miRNA is hsa-miR-16-5p with sequence UAGCAGCACGUAAAUAUUGGCG. The protein sequence of the target gene is MSSKQATSPFACAADGEDAMTQDLTSREKEEGSDQHVASHLPLHPIMHNKPHSEELPTLVSTIQQDADWDSVLSSQQRMESENNKLCSLYSFRNTSTSPHKPDEGSRDREIMTSVTFGTPERRKGSLADVVDTLKQKKLEEMTRTEQEDSSCMEKLLSKDWKEKMERLNTSELLGEIKGTPESLAEKERQLSTMITQLISLREQLLAAHDEQKKLAASQIEKQRQQMDLARQQQEQIARQQQQLLQQQHKINLLQQQIQVQGHMPPLMIPIFPHDQRTLAAAAAAQQGFLFPPGITYKPG.... Result: 1 (interaction).